From a dataset of Full USPTO retrosynthesis dataset with 1.9M reactions from patents (1976-2016). Predict the reactants needed to synthesize the given product. Given the product [Cl:32][C:26]1[CH:27]=[CH:28][C:29]([Cl:31])=[CH:30][C:25]=1[S:22]([N:19]1[CH2:20][CH2:21][CH:16]([C:13]2[C:12]3[C:7](=[CH:8][CH:9]=[C:10]([F:33])[CH:11]=3)[CH:6]=[C:5]([CH2:4][C:3]([OH:34])=[O:2])[C:14]=2[CH3:15])[CH2:17][CH2:18]1)(=[O:24])=[O:23], predict the reactants needed to synthesize it. The reactants are: C[O:2][C:3](=[O:34])[CH2:4][C:5]1[C:14]([CH3:15])=[C:13]([CH:16]2[CH2:21][CH2:20][N:19]([S:22]([C:25]3[CH:30]=[C:29]([Cl:31])[CH:28]=[CH:27][C:26]=3[Cl:32])(=[O:24])=[O:23])[CH2:18][CH2:17]2)[C:12]2[C:7](=[CH:8][CH:9]=[C:10]([F:33])[CH:11]=2)[CH:6]=1.O.[OH-].[Li+].Cl.